Dataset: Full USPTO retrosynthesis dataset with 1.9M reactions from patents (1976-2016). Task: Predict the reactants needed to synthesize the given product. (1) Given the product [CH3:14][C:13]1[N:9]([CH2:8][C:5]2[CH:6]=[N:7][C:2]([NH:38][CH3:37])=[CH:3][CH:4]=2)[N:10]=[C:11]([C:15]2[O:19][N:18]=[C:17]([C:20]3[CH:25]=[CH:24][C:23]([C:26]4([C:32]([O:34][CH2:35][CH3:36])=[O:33])[CH2:31][CH2:30][O:29][CH2:28][CH2:27]4)=[CH:22][CH:21]=3)[N:16]=2)[CH:12]=1, predict the reactants needed to synthesize it. The reactants are: Cl[C:2]1[N:7]=[CH:6][C:5]([CH2:8][N:9]2[C:13]([CH3:14])=[CH:12][C:11]([C:15]3[O:19][N:18]=[C:17]([C:20]4[CH:25]=[CH:24][C:23]([C:26]5([C:32]([O:34][CH2:35][CH3:36])=[O:33])[CH2:31][CH2:30][O:29][CH2:28][CH2:27]5)=[CH:22][CH:21]=4)[N:16]=3)=[N:10]2)=[CH:4][CH:3]=1.[CH3:37][NH2:38]. (2) The reactants are: [CH2:1]([O:8][C:9]1[CH:14]=[C:13]([F:15])[C:12](Br)=[CH:11][C:10]=1[F:17])[C:2]1[CH:7]=[CH:6][CH:5]=[CH:4][CH:3]=1.C([Li])CCC.[CH:23]([Si:26]([CH:41]([CH3:43])[CH3:42])([CH:38]([CH3:40])[CH3:39])[N:27]1[C:31]2=[N:32][CH:33]=[CH:34][CH:35]=[C:30]2[C:29]([CH:36]=[O:37])=[CH:28]1)([CH3:25])[CH3:24].O. Given the product [CH2:1]([O:8][C:9]1[C:10]([F:17])=[CH:11][C:12]([C:28]2[N:27]([Si:26]([CH:41]([CH3:43])[CH3:42])([CH:38]([CH3:39])[CH3:40])[CH:23]([CH3:25])[CH3:24])[C:31]3=[N:32][CH:33]=[CH:34][CH:35]=[C:30]3[C:29]=2[CH2:36][OH:37])=[C:13]([F:15])[CH:14]=1)[C:2]1[CH:7]=[CH:6][CH:5]=[CH:4][CH:3]=1, predict the reactants needed to synthesize it.